Dataset: Catalyst prediction with 721,799 reactions and 888 catalyst types from USPTO. Task: Predict which catalyst facilitates the given reaction. (1) Reactant: [Si]([O:8][CH:9]([C:24]1[O:25][C:26]([I:29])=[CH:27][N:28]=1)[CH2:10][CH2:11][CH2:12][CH2:13][CH2:14][CH2:15][C:16]1[CH:21]=[CH:20][CH:19]=[C:18]([O:22][CH3:23])[CH:17]=1)(C(C)(C)C)(C)C.[F-].C([N+](CCCC)(CCCC)CCCC)CCC.C(OCC)(=O)C. Product: [I:29][C:26]1[O:25][C:24]([CH:9]([OH:8])[CH2:10][CH2:11][CH2:12][CH2:13][CH2:14][CH2:15][C:16]2[CH:21]=[CH:20][CH:19]=[C:18]([O:22][CH3:23])[CH:17]=2)=[N:28][CH:27]=1. The catalyst class is: 7. (2) Reactant: [CH3:1][O:2][C:3](=[O:42])[C@@H:4]([NH:34][C:35]([O:37][C:38]([CH3:41])([CH3:40])[CH3:39])=[O:36])[CH2:5][C:6]1[CH:11]=[CH:10][C:9]([NH:12][C:13](=[O:33])[C:14]2[C:19]([Cl:20])=[CH:18][C:17]([O:21][Si](C(C)C)(C(C)C)C(C)C)=[CH:16][C:15]=2[Cl:32])=[CH:8][CH:7]=1.CCCC[N+](CCCC)(CCCC)CCCC.[F-]. Product: [CH3:1][O:2][C:3](=[O:42])[C@@H:4]([NH:34][C:35]([O:37][C:38]([CH3:40])([CH3:39])[CH3:41])=[O:36])[CH2:5][C:6]1[CH:11]=[CH:10][C:9]([NH:12][C:13](=[O:33])[C:14]2[C:15]([Cl:32])=[CH:16][C:17]([OH:21])=[CH:18][C:19]=2[Cl:20])=[CH:8][CH:7]=1. The catalyst class is: 1. (3) Reactant: O=[C:2]([CH2:8][C:9](=[O:11])[CH3:10])[C:3]([O:5][CH2:6][CH3:7])=[O:4].Cl.[CH3:13][O:14][NH2:15]. Product: [CH3:13][O:14][N:15]=[C:2]([CH2:8][C:9](=[O:11])[CH3:10])[C:3]([O:5][CH2:6][CH3:7])=[O:4]. The catalyst class is: 8. (4) The catalyst class is: 9. Reactant: [CH2:1]([O:8][C:9]1[CH:17]=[C:16]([C:18]([N:20]2[CH2:25][CH2:24][N:23]([CH3:26])[CH2:22][CH2:21]2)=[O:19])[C:15]([Cl:27])=[CH:14][C:10]=1[C:11]([OH:13])=O)[C:2]1[CH:7]=[CH:6][CH:5]=[CH:4][CH:3]=1.CCN(C(C)C)C(C)C.[NH2:37][C:38]1[CH:39]=[N:40][CH:41]=[CH:42][CH:43]=1.ON1C2N=CC=CC=2N=N1.C(Cl)CCl. Product: [CH2:1]([O:8][C:9]1[CH:17]=[C:16]([C:18]([N:20]2[CH2:25][CH2:24][N:23]([CH3:26])[CH2:22][CH2:21]2)=[O:19])[C:15]([Cl:27])=[CH:14][C:10]=1[C:11]([NH:37][C:38]1[CH:39]=[N:40][CH:41]=[CH:42][CH:43]=1)=[O:13])[C:2]1[CH:7]=[CH:6][CH:5]=[CH:4][CH:3]=1. (5) Reactant: [CH2:1]([C@H:8]1[N:13]([C:14]([C:16]2[N:17]=[CH:18][N:19]([C@H:27]3[CH2:32][CH2:31][CH2:30][CH2:29][C@@H:28]3[OH:33])[C:20]=2[C:21]2[CH:26]=[CH:25][CH:24]=[CH:23][CH:22]=2)=[O:15])[CH2:12][CH2:11][N:10]([C:34]([O:36][C:37]([CH3:40])([CH3:39])[CH3:38])=[O:35])[CH2:9]1)[C:2]1[CH:7]=[CH:6][CH:5]=[CH:4][CH:3]=1.ClC(OC1C=[CH:49][C:48]([N+:51]([O-])=O)=CC=1)=O.C(N)C.[C:57](=O)([O-])[OH:58].[Na+]. Product: [CH2:1]([C@H:8]1[N:13]([C:14]([C:16]2[N:17]=[CH:18][N:19]([C@H:27]3[CH2:32][CH2:31][CH2:30][CH2:29][C@@H:28]3[O:33][C:57]([NH:51][CH2:48][CH3:49])=[O:58])[C:20]=2[C:21]2[CH:26]=[CH:25][CH:24]=[CH:23][CH:22]=2)=[O:15])[CH2:12][CH2:11][N:10]([C:34]([O:36][C:37]([CH3:40])([CH3:39])[CH3:38])=[O:35])[CH2:9]1)[C:2]1[CH:3]=[CH:4][CH:5]=[CH:6][CH:7]=1. The catalyst class is: 251. (6) Reactant: [OH:1][CH2:2][CH2:3][N:4]([CH3:18])[S:5]([C:8]1[S:12][C:11]([NH:13]C(=O)C)=[N:10][C:9]=1[CH3:17])(=[O:7])=[O:6]. Product: [OH:1][CH2:2][CH2:3][N:4]([CH3:18])[S:5]([C:8]1[S:12][C:11]([NH2:13])=[N:10][C:9]=1[CH3:17])(=[O:6])=[O:7]. The catalyst class is: 33. (7) Reactant: [C:1]([C@@:8]1(C(O)=O)[CH2:12][C@H:11]([NH2:13])[CH2:10][N:9]1C(OCC1C2C(=CC=CC=2)C2C1=CC=CC=2)=O)([O:3]C(C)(C)C)=[O:2].C(NCC)C. Product: [NH2:13][C@@H:11]1[CH2:10][NH:9][C@H:8]([C:1]([OH:3])=[O:2])[CH2:12]1. The catalyst class is: 10.